This data is from Reaction yield outcomes from USPTO patents with 853,638 reactions. The task is: Predict the reaction yield, written as a fraction of the theoretical maximum amount of product (1.0 means a 100% yield; for example, 0.34 means a 34% yield). (1) The reactants are [C:1]([NH:18][NH2:19])([O:3][CH2:4][CH:5]1[C:17]2[C:12](=[CH:13][CH:14]=[CH:15][CH:16]=2)[C:11]2[C:6]1=[CH:7][CH:8]=[CH:9][CH:10]=2)=[O:2].Cl.C1N=CN([C:26](N2C=NC=C2)=[O:27])C=1.CCN(C(C)C)C(C)C.[NH2:42][C@H:43]([C:48]([O:50][C:51]([CH3:54])([CH3:53])[CH3:52])=[O:49])[CH2:44][CH:45]([CH3:47])[CH3:46].Cl. The catalyst is C1COCC1.CN(C=O)C.CCOC(C)=O. The product is [NH:18]([C:1]([O:3][CH2:4][CH:5]1[C:17]2[C:12](=[CH:13][CH:14]=[CH:15][CH:16]=2)[C:11]2[C:6]1=[CH:7][CH:8]=[CH:9][CH:10]=2)=[O:2])[NH:19][C:26]([NH:42][C@H:43]([C:48]([O:50][C:51]([CH3:52])([CH3:54])[CH3:53])=[O:49])[CH2:44][CH:45]([CH3:47])[CH3:46])=[O:27]. The yield is 0.990. (2) The reactants are [NH2:1][C:2]1[CH:42]=[CH:41][C:5]([CH2:6][N:7]2[C:13](=[O:14])[CH:12]([CH2:15][C:16]([OH:18])=[O:17])[CH2:11][C:10]3[CH:19]=[CH:20][C:21]([O:23][CH2:24][CH2:25][CH2:26][N:27]([C:35]4[CH:40]=[CH:39][CH:38]=[CH:37][N:36]=4)C(OC(C)(C)C)=O)=[CH:22][C:9]=3[CH2:8]2)=[CH:4][CH:3]=1.O=C1C(CC(O)=O)CC2C=CC(OCCCN(C3C=CC=CN=3)C(OC(C)(C)C)=O)=CC=2CN1CC1C=CC(C(F)(F)F)=CC=1.C(C(O)=O)(F)(F)F. No catalyst specified. The product is [NH2:1][C:2]1[CH:3]=[CH:4][C:5]([CH2:6][N:7]2[C:13](=[O:14])[CH:12]([CH2:15][C:16]([OH:18])=[O:17])[CH2:11][C:10]3[CH:19]=[CH:20][C:21]([O:23][CH2:24][CH2:25][CH2:26][NH:27][C:35]4[CH:40]=[CH:39][CH:38]=[CH:37][N:36]=4)=[CH:22][C:9]=3[CH2:8]2)=[CH:41][CH:42]=1. The yield is 0.440. (3) The reactants are FC(F)(F)C(O)=O.[C:8]([N:11]1[C:20]2[C:15](=[C:16]([O:39][CH2:40][CH2:41][CH3:42])[C:17]([C:21]3[CH:22]=[N:23][N:24]([CH:26]4[CH2:31][CH2:30][N:29](C(OC(C)(C)C)=O)[CH2:28][CH2:27]4)[CH:25]=3)=[CH:18][CH:19]=2)[CH2:14][CH2:13][C@@H:12]1[CH3:43])(=[O:10])[CH3:9]. The catalyst is ClCCl. The product is [CH3:43][C@H:12]1[CH2:13][CH2:14][C:15]2[C:20](=[CH:19][CH:18]=[C:17]([C:21]3[CH:22]=[N:23][N:24]([CH:26]4[CH2:27][CH2:28][NH:29][CH2:30][CH2:31]4)[CH:25]=3)[C:16]=2[O:39][CH2:40][CH2:41][CH3:42])[N:11]1[C:8](=[O:10])[CH3:9]. The yield is 0.890. (4) The reactants are [CH3:1][CH:2]([CH3:13])[CH2:3][CH2:4][CH:5]1[C:10](=[O:11])[CH2:9][CH2:8][CH2:7][C:6]1=[O:12].[CH2:14](O)[CH:15]([CH3:17])[CH3:16].O. The catalyst is C1C=CC=CC=1.C1(C)C=CC(S(O)(=O)=O)=CC=1. The product is [CH3:1][CH:2]([CH3:13])[CH2:3][CH2:4][C:5]1[C:10](=[O:11])[CH2:9][CH2:8][CH2:7][C:6]=1[O:12][CH2:14][CH:15]([CH3:17])[CH3:16]. The yield is 0.989. (5) The reactants are C(N1C=CN=C1)(N1C=CN=C1)=O.[CH:13]1([C:19]2[C:20]3[CH:21]=[CH:22][C:23]([C:43](O)=[O:44])=[CH:24][C:25]=3[N:26]3[CH2:32][C:31]([C:33]([O:35][CH3:36])=[O:34])=[CH:30][C:29]4[CH:37]=[C:38]([O:41][CH3:42])[CH:39]=[CH:40][C:28]=4[C:27]=23)[CH2:18][CH2:17][CH2:16][CH2:15][CH2:14]1.[CH:46]1([S:49]([NH2:52])(=[O:51])=[O:50])[CH2:48][CH2:47]1.C1CCN2C(=NCCC2)CC1. The catalyst is C1COCC1.CCOC(C)=O. The product is [CH:13]1([C:19]2[C:20]3[CH:21]=[CH:22][C:23]([C:43](=[O:44])[NH:52][S:49]([CH:46]4[CH2:48][CH2:47]4)(=[O:51])=[O:50])=[CH:24][C:25]=3[N:26]3[CH2:32][C:31]([C:33]([O:35][CH3:36])=[O:34])=[CH:30][C:29]4[CH:37]=[C:38]([O:41][CH3:42])[CH:39]=[CH:40][C:28]=4[C:27]=23)[CH2:18][CH2:17][CH2:16][CH2:15][CH2:14]1. The yield is 0.890.